Dataset: Full USPTO retrosynthesis dataset with 1.9M reactions from patents (1976-2016). Task: Predict the reactants needed to synthesize the given product. (1) Given the product [Cl:16][C:15]1[C:10]([C:8]([OH:9])=[O:7])=[N:11][CH:12]=[C:13]([C:5]#[C:4][CH2:3][O:2][CH3:1])[CH:14]=1, predict the reactants needed to synthesize it. The reactants are: [CH3:1][O:2][CH2:3][C:4]#[CH:5].C[O:7][C:8]([C:10]1[C:15]([Cl:16])=[CH:14][C:13](Br)=[CH:12][N:11]=1)=[O:9].O. (2) Given the product [N:11]([CH:8]([C:4]1[CH:5]=[CH:6][CH:7]=[C:2]([Br:1])[CH:3]=1)[CH2:10][OH:9])=[N+:12]=[N-:13], predict the reactants needed to synthesize it. The reactants are: [Br:1][C:2]1[CH:3]=[C:4]([CH:8]2[CH2:10][O:9]2)[CH:5]=[CH:6][CH:7]=1.[N:11]([Si](C)(C)C)=[N+:12]=[N-:13].CC(C)[O-].[Al+3].CC(C)[O-].CC(C)[O-].C(C(C(C([O-])=O)O)O)([O-])=O.[K+].[Na+]. (3) Given the product [N+:23]([C:20]1[CH:21]=[CH:22][C:17]([O:15][N:14]=[C:7]2[CH2:1][CH2:8][CH2:9][CH2:10][CH2:11][CH2:12][CH2:13]2)=[CH:18][CH:19]=1)([O-:25])=[O:24], predict the reactants needed to synthesize it. The reactants are: [CH3:1]C(C)([O-])C.[K+].[C:7]1(=[N:14][OH:15])[CH2:13][CH2:12][CH2:11][CH2:10][CH2:9][CH2:8]1.Cl[C:17]1[CH:22]=[CH:21][C:20]([N+:23]([O-:25])=[O:24])=[CH:19][CH:18]=1. (4) Given the product [F:51][C:49]1([F:52])[CH2:50][CH:47]([C:45]#[C:46][C:27]2[N:32]=[C:31]([C@@H:33]3[C@@H:37]([C:38]4[CH:43]=[CH:42][CH:41]=[CH:40][CH:39]=4)[O:36][C:35](=[O:44])[NH:34]3)[CH:30]=[CH:29][CH:28]=2)[CH2:48]1, predict the reactants needed to synthesize it. The reactants are: CN(C)CC#CC1C=C([C@@H]2[C@@H](C3C=CC=C(F)C=3)OC(=O)N2)C=NC=1.Br[C:27]1[N:32]=[C:31]([C@@H:33]2[C@@H:37]([C:38]3[CH:43]=[CH:42][CH:41]=[CH:40][CH:39]=3)[O:36][C:35](=[O:44])[NH:34]2)[CH:30]=[CH:29][CH:28]=1.[C:45]([CH:47]1[CH2:50][C:49]([F:52])([F:51])[CH2:48]1)#[CH:46]. (5) Given the product [CH3:15][O:16][C:17]1[CH:22]=[C:21]([C:2]2[C:7]3[CH:8]=[C:9]([C:11]([O:13][CH3:14])=[O:12])[NH:10][C:6]=3[CH:5]=[CH:4][N:3]=2)[CH:20]=[CH:19][CH:18]=1, predict the reactants needed to synthesize it. The reactants are: Cl[C:2]1[C:7]2[CH:8]=[C:9]([C:11]([O:13][CH3:14])=[O:12])[NH:10][C:6]=2[CH:5]=[CH:4][N:3]=1.[CH3:15][O:16][C:17]1[CH:18]=[C:19](B(O)O)[CH:20]=[CH:21][CH:22]=1.CC(C1C=C(C(C)C)C(C2C=CC=CC=2P(C2CCCCC2)C2CCCCC2)=C(C(C)C)C=1)C.[F-].[K+]. (6) Given the product [F:24][C:25]([F:32])([F:31])[C:26]([NH:1][CH:2]1[CH2:3][CH2:4][N:5]([C:8]([O:10][C:11]([CH3:14])([CH3:13])[CH3:12])=[O:9])[CH2:6][CH2:7]1)=[O:27], predict the reactants needed to synthesize it. The reactants are: [NH2:1][CH:2]1[CH2:7][CH2:6][N:5]([C:8]([O:10][C:11]([CH3:14])([CH3:13])[CH3:12])=[O:9])[CH2:4][CH2:3]1.CCN(C(C)C)C(C)C.[F:24][C:25]([F:32])([F:31])[C:26](OCC)=[O:27]. (7) The reactants are: Cl[S:2]([N:5]=[C:6]=[O:7])(=[O:4])=[O:3].[C:8]([OH:12])([CH3:11])([CH3:10])[CH3:9].[CH3:13][C:14]1[N:19]=[C:18]([C:20]2[CH:25]=[CH:24][N:23]=[C:22]([C:26]3[CH:27]=[C:28]([NH2:32])[CH:29]=[CH:30][CH:31]=3)[N:21]=2)[CH:17]=[C:16]([C:33]2[CH:38]=[CH:37][C:36]([C:39]([F:42])([F:41])[F:40])=[CH:35][CH:34]=2)[CH:15]=1.C(N(CC)CC)C. Given the product [C:8]([O:12][C:6]([NH:5][S:2]([NH:32][C:28]1[CH:29]=[CH:30][CH:31]=[C:26]([C:22]2[N:21]=[C:20]([C:18]3[CH:17]=[C:16]([C:33]4[CH:38]=[CH:37][C:36]([C:39]([F:42])([F:41])[F:40])=[CH:35][CH:34]=4)[CH:15]=[C:14]([CH3:13])[N:19]=3)[CH:25]=[CH:24][N:23]=2)[CH:27]=1)(=[O:4])=[O:3])=[O:7])([CH3:11])([CH3:10])[CH3:9], predict the reactants needed to synthesize it. (8) The reactants are: [CH3:1][O:2][C:3]1[C:11]2[O:10][CH:9]([CH2:12][NH:13]C(=O)OC(C)(C)C)[CH2:8][C:7]=2[CH:6]=[C:5]([C:21]2[CH:26]=[CH:25][C:24]([C:27]([N:29]3[CH2:34][CH2:33][O:32][CH2:31][CH2:30]3)=[O:28])=[CH:23][CH:22]=2)[CH:4]=1.C(O)(C(F)(F)F)=O. Given the product [NH2:13][CH2:12][CH:9]1[CH2:8][C:7]2[CH:6]=[C:5]([C:21]3[CH:22]=[CH:23][C:24]([C:27]([N:29]4[CH2:30][CH2:31][O:32][CH2:33][CH2:34]4)=[O:28])=[CH:25][CH:26]=3)[CH:4]=[C:3]([O:2][CH3:1])[C:11]=2[O:10]1, predict the reactants needed to synthesize it. (9) Given the product [NH2:1][C:4]1[CH:9]=[CH:8][C:7]([CH:10]2[CH2:11][CH2:12][N:13]([CH2:16][CH2:17][OH:18])[CH2:14][CH2:15]2)=[CH:6][C:5]=1[O:19][CH:20]([CH3:22])[CH3:21], predict the reactants needed to synthesize it. The reactants are: [N+:1]([C:4]1[CH:9]=[CH:8][C:7]([C:10]2[CH2:11][CH2:12][N:13]([CH2:16][CH2:17][OH:18])[CH2:14][CH:15]=2)=[CH:6][C:5]=1[O:19][CH:20]([CH3:22])[CH3:21])([O-])=O.C([O-])=O.[NH4+]. (10) Given the product [N:8]([CH2:7][C:6]([N+:11]([O-:13])=[O:12])([N+:14]([O-:16])=[O:15])[CH2:5][OH:4])=[N+:9]=[N-:10], predict the reactants needed to synthesize it. The reactants are: S([O-])([O:4][CH2:5][C:6]([N+:14]([O-:16])=[O:15])([N+:11]([O-:13])=[O:12])[CH2:7][N:8]=[N+:9]=[N-:10])(=O)=O.[Na+].S(=O)(=O)(O)O.